This data is from Catalyst prediction with 721,799 reactions and 888 catalyst types from USPTO. The task is: Predict which catalyst facilitates the given reaction. (1) Reactant: [CH3:1][C:2]1[S:6][C:5]([C:7]2[CH:12]=[CH:11][CH:10]=[CH:9][CH:8]=2)=[N:4][C:3]=1[CH2:13][O:14][C:15]1[CH:22]=[CH:21][C:18]([CH:19]=[O:20])=[CH:17][N:16]=1.O1CCCC1.C(O)C.[BH4-].[Na+]. Product: [CH3:1][C:2]1[S:6][C:5]([C:7]2[CH:12]=[CH:11][CH:10]=[CH:9][CH:8]=2)=[N:4][C:3]=1[CH2:13][O:14][C:15]1[N:16]=[CH:17][C:18]([CH2:19][OH:20])=[CH:21][CH:22]=1. The catalyst class is: 6. (2) Reactant: [Br:1][C:2]1[CH:3]=[CH:4][C:5]([OH:11])=[C:6]([C:8](=[O:10])[CH3:9])[CH:7]=1.[CH3:12][CH:13]1[CH2:17][CH2:16][C:15](=O)[CH2:14]1.N1CCCC1.Cl. Product: [Br:1][C:2]1[CH:7]=[C:6]2[C:5](=[CH:4][CH:3]=1)[O:11][C:15]1([CH2:16][CH2:17][CH:13]([CH3:12])[CH2:14]1)[CH2:9][C:8]2=[O:10]. The catalyst class is: 24. (3) Product: [N:1]1[CH:6]=[CH:5][C:4]([C:7]#[C:8][C:9]2[CH:10]=[CH:11][C:12]([CH:15]=[O:16])=[CH:13][CH:14]=2)=[CH:3][CH:2]=1. The catalyst class is: 177. Reactant: [N:1]1[CH:6]=[CH:5][C:4]([C:7]#[C:8][C:9]2[CH:14]=[CH:13][C:12]([CH2:15][OH:16])=[CH:11][CH:10]=2)=[CH:3][CH:2]=1.CCOC(C)=O. (4) Reactant: [CH3:1][O:2][C:3]1[CH:8]=[CH:7][C:6]([C:9](=O)[CH2:10][N:11]2[CH:15]=[C:14]([N+:16]([O-:18])=[O:17])[CH:13]=[C:12]2[C:19]([O:21]CC)=O)=[CH:5][CH:4]=1. Product: [CH3:1][O:2][C:3]1[CH:4]=[CH:5][C:6]([C:9]23[NH:16][CH2:14][CH2:15][N:11]2[C:19](=[O:21])[C:12]2[N:11]([CH:15]=[C:14]([N+:16]([O-:18])=[O:17])[CH:13]=2)[CH2:10]3)=[CH:7][CH:8]=1. The catalyst class is: 12. (5) Reactant: [C:1]([N:8]1[CH2:13][CH:12]=[C:11]([C:14]([O:16]C)=[O:15])[CH2:10][CH2:9]1)([O:3][C:4]([CH3:7])([CH3:6])[CH3:5])=[O:2].[OH-].[Na+]. Product: [C:1]([N:8]1[CH2:9][CH:10]=[C:11]([C:14]([OH:16])=[O:15])[CH2:12][CH2:13]1)([O:3][C:4]([CH3:7])([CH3:6])[CH3:5])=[O:2]. The catalyst class is: 5. (6) Reactant: [Cl:1][C:2]1[N:9]=[C:8](Cl)[CH:7]=[C:6]([CH:11]([F:13])[F:12])[C:3]=1[C:4]#[N:5].C([N:16]([CH2:19][CH3:20])[CH2:17][CH3:18])C.[C:21]([N:28]1[CH2:33]CC(N)C[CH2:29]1)([O:23][C:24]([CH3:27])([CH3:26])[CH3:25])=[O:22]. Product: [C:24]([O:23][C:21](=[O:22])[N:28]([CH:33]1[CH2:18][CH2:17][N:16]([C:8]2[CH:7]=[C:6]([CH:11]([F:13])[F:12])[C:3]([C:4]#[N:5])=[C:2]([Cl:1])[N:9]=2)[CH2:19][CH2:20]1)[CH3:29])([CH3:27])([CH3:26])[CH3:25]. The catalyst class is: 8.